The task is: Predict the reaction yield, written as a fraction of the theoretical maximum amount of product (1.0 means a 100% yield; for example, 0.34 means a 34% yield).. This data is from Reaction yield outcomes from USPTO patents with 853,638 reactions. (1) The product is [C:1]([N:8]1[CH2:9][CH2:10][N:11]([C:14]2[CH:19]=[CH:18][CH:17]=[CH:16][C:15]=2[N:20]([CH2:27][CH:28]([CH3:30])[CH3:29])[S:21]([CH3:24])(=[O:23])=[O:22])[CH2:12][CH2:13]1)([O:3][C:4]([CH3:7])([CH3:6])[CH3:5])=[O:2]. The reactants are [C:1]([N:8]1[CH2:13][CH2:12][N:11]([C:14]2[CH:19]=[CH:18][CH:17]=[CH:16][C:15]=2[NH:20][S:21]([CH3:24])(=[O:23])=[O:22])[CH2:10][CH2:9]1)([O:3][C:4]([CH3:7])([CH3:6])[CH3:5])=[O:2].[H-].[Na+].[CH2:27](I)[CH:28]([CH3:30])[CH3:29]. The yield is 0.870. The catalyst is CN(C=O)C. (2) The reactants are CC(C)([O-])C.[Na+].[C:7]([N:10]1[C:19]2[C:14](=[CH:15][C:16](Br)=[N:17][C:18]=2[O:20][CH3:21])[C@H:13]([NH:23][C:24](=[O:33])[O:25][CH2:26][C:27]2[CH:32]=[CH:31][CH:30]=[CH:29][CH:28]=2)[C@@H:12]([CH3:34])[C@@H:11]1[CH:35]1[CH2:37][CH2:36]1)(=[O:9])[CH3:8].[NH:38]1[CH2:43][CH2:42][O:41][CH2:40][CH2:39]1. The catalyst is O1CCOCC1.C1C=CC(/C=C/C(/C=C/C2C=CC=CC=2)=O)=CC=1.C1C=CC(/C=C/C(/C=C/C2C=CC=CC=2)=O)=CC=1.C1C=CC(/C=C/C(/C=C/C2C=CC=CC=2)=O)=CC=1.[Pd].[Pd]. The product is [C:7]([N:10]1[C:19]2[C:14](=[CH:15][C:16]([N:38]3[CH2:43][CH2:42][O:41][CH2:40][CH2:39]3)=[N:17][C:18]=2[O:20][CH3:21])[C@H:13]([NH:23][C:24](=[O:33])[O:25][CH2:26][C:27]2[CH:32]=[CH:31][CH:30]=[CH:29][CH:28]=2)[C@@H:12]([CH3:34])[C@@H:11]1[CH:35]1[CH2:37][CH2:36]1)(=[O:9])[CH3:8]. The yield is 0.500. (3) The reactants are COC1C=CC(C[NH:8][C:9]2[CH:10]=[CH:11][C:12]3[N:13]([C:15]([CH3:18])=[CH:16][N:17]=3)[N:14]=2)=CC=1.C(O)(C(F)(F)F)=O. No catalyst specified. The yield is 0.530. The product is [CH3:18][C:15]1[N:13]2[N:14]=[C:9]([NH2:8])[CH:10]=[CH:11][C:12]2=[N:17][CH:16]=1. (4) The reactants are [CH3:1][NH:2][C:3]1[N:8]=[C:7]([C:9]2[CH:14]=[CH:13][CH:12]=[CH:11][CH:10]=2)[N:6]=[C:5]([NH:15][C@H:16]2[CH2:21][CH2:20][C@H:19]([C:22]([OH:24])=O)[CH2:18][CH2:17]2)[N:4]=1.[F:25][C:26]([F:36])([F:35])[C:27]1[CH:32]=[CH:31][CH:30]=[CH:29][C:28]=1[CH2:33][NH2:34].CCN=C=NCCCN(C)C.C1C=CC2N(O)N=NC=2C=1.CN1CCOCC1. No catalyst specified. The product is [CH3:1][NH:2][C:3]1[N:8]=[C:7]([C:9]2[CH:10]=[CH:11][CH:12]=[CH:13][CH:14]=2)[N:6]=[C:5]([NH:15][C@H:16]2[CH2:17][CH2:18][C@H:19]([C:22]([NH:34][CH2:33][C:28]3[CH:29]=[CH:30][CH:31]=[CH:32][C:27]=3[C:26]([F:25])([F:35])[F:36])=[O:24])[CH2:20][CH2:21]2)[N:4]=1. The yield is 0.340. (5) The reactants are [CH3:1][O:2][C:3]1[CH:8]=[C:7]([O:9][CH3:10])[CH:6]=[CH:5][C:4]=1[C:11]#[C:12][CH2:13][CH2:14][OH:15]. The catalyst is C(O)C.[Pd]. The product is [CH3:1][O:2][C:3]1[CH:8]=[C:7]([O:9][CH3:10])[CH:6]=[CH:5][C:4]=1[CH2:11][CH2:12][CH2:13][CH2:14][OH:15]. The yield is 0.970. (6) The reactants are Cl.ClC1C=CC=C[C:4]=1[N:9]1C=NN=[C:10]1C1SC2C3C=CC(N)=CC=3OCCC=2C=1.CCN(C(C)C)C(C)C.ClCC(Cl)=O.Cl[CH2:44][C:45]([NH:47][C:48]1[CH:49]=[CH:50][C:51]2[C:57]3[S:58][C:59]([C:61]4[N:65]([C:66]5[CH:71]=[CH:70][CH:69]=[CH:68][C:67]=5[Cl:72])[CH:64]=[N:63][N:62]=4)=[CH:60][C:56]=3[CH2:55][CH2:54][O:53][C:52]=2[CH:73]=1)=[O:46].Cl.N(C)C.CCN(CC)CC. The catalyst is C(Cl)Cl. The product is [Cl:72][C:67]1[CH:68]=[CH:69][CH:70]=[CH:71][C:66]=1[N:65]1[CH:64]=[N:63][N:62]=[C:61]1[C:59]1[S:58][C:57]2[C:51]3[CH:50]=[CH:49][C:48]([NH:47][C:45](=[O:46])[CH2:44][N:9]([CH3:10])[CH3:4])=[CH:73][C:52]=3[O:53][CH2:54][CH2:55][C:56]=2[CH:60]=1. The yield is 0.200.